Dataset: Catalyst prediction with 721,799 reactions and 888 catalyst types from USPTO. Task: Predict which catalyst facilitates the given reaction. (1) Reactant: [H-].[Al+3].[Li+].[H-].[H-].[H-].[Br:7][C:8]1[CH:13]=[CH:12][C:11]([CH2:14][CH2:15][C:16]([N:18]2[CH2:23][CH2:22][O:21][CH2:20][CH2:19]2)=O)=[CH:10][CH:9]=1. Product: [Br:7][C:8]1[CH:13]=[CH:12][C:11]([CH2:14][CH2:15][CH2:16][N:18]2[CH2:19][CH2:20][O:21][CH2:22][CH2:23]2)=[CH:10][CH:9]=1. The catalyst class is: 7. (2) Reactant: Cl.Cl.[CH3:3][N:4]1[CH:12]=[C:11]2[C:6]([CH:7]=[CH:8][CH:9]=[C:10]2[C@H:13]2[CH2:15][C@@H:14]2[CH2:16][NH2:17])=[N:5]1.C(N(CC)CC)C.[C:25](OC(=O)C)(=[O:27])[CH3:26]. Product: [CH3:3][N:4]1[CH:12]=[C:11]2[C:6]([CH:7]=[CH:8][CH:9]=[C:10]2[C@H:13]2[CH2:15][C@@H:14]2[CH2:16][NH:17][C:25](=[O:27])[CH3:26])=[N:5]1. The catalyst class is: 7. (3) Reactant: Br[C:2]1[S:3][C:4]([N:12]([CH2:19][CH3:20])[CH:13]2[CH2:18][CH2:17][O:16][CH2:15][CH2:14]2)=[C:5]([CH3:11])[C:6]=1[C:7]([O:9][CH3:10])=[O:8].C([O-])([O-])=O.[Cs+].[Cs+].CC1(C)C(C)(C)OB([C:35]2[CH2:36][N:37]([C:40]([O:42][C:43]([CH3:46])([CH3:45])[CH3:44])=[O:41])[CH2:38][CH:39]=2)O1. Product: [CH2:19]([N:12]([CH:13]1[CH2:18][CH2:17][O:16][CH2:15][CH2:14]1)[C:4]1[S:3][C:2]([C:39]2[CH2:38][N:37]([C:40]([O:42][C:43]([CH3:46])([CH3:45])[CH3:44])=[O:41])[CH2:36][CH:35]=2)=[C:6]([C:7]([O:9][CH3:10])=[O:8])[C:5]=1[CH3:11])[CH3:20]. The catalyst class is: 669.